Task: Predict the reaction yield, written as a fraction of the theoretical maximum amount of product (1.0 means a 100% yield; for example, 0.34 means a 34% yield).. Dataset: Reaction yield outcomes from USPTO patents with 853,638 reactions (1) The reactants are C(OC([N:11]1[C:16]2[CH:17]=[C:18](Cl)[CH:19]=[C:20]([N:21]3[CH2:26][CH2:25][N:24]([C:27]([O:29][C:30]([CH3:33])([CH3:32])[CH3:31])=[O:28])[CH2:23][CH2:22]3)[C:15]=2[O:14][CH2:13][CH2:12]1)=O)C1C=CC=CC=1. The catalyst is C(O)C.[Pd]. The product is [C:30]([O:29][C:27]([N:24]1[CH2:25][CH2:26][N:21]([C:20]2[C:15]3[O:14][CH2:13][CH2:12][NH:11][C:16]=3[CH:17]=[CH:18][CH:19]=2)[CH2:22][CH2:23]1)=[O:28])([CH3:33])([CH3:31])[CH3:32]. The yield is 0.840. (2) The catalyst is COCCO. The yield is 0.920. The reactants are Cl.[NH:2]([C:4]1[CH:9]=[C:8]([C:10]#[N:11])[CH:7]=[CH:6][N:5]=1)[NH2:3].CN(C)/[CH:14]=[CH:15]/[C:16]([C:18]1[CH:23]=[CH:22][C:21]([CH3:24])=[CH:20][CH:19]=1)=O. The product is [CH3:24][C:21]1[CH:22]=[CH:23][C:18]([C:16]2[N:2]([C:4]3[CH:9]=[C:8]([C:10]#[N:11])[CH:7]=[CH:6][N:5]=3)[N:3]=[CH:14][CH:15]=2)=[CH:19][CH:20]=1. (3) The product is [C:1]1(=[C:8]([C:9]2[CH:14]=[CH:13][C:12]([O:15][C:16]([CH3:23])([CH3:22])[CH2:17][OH:18])=[CH:11][CH:10]=2)[C:24]2[CH:29]=[CH:28][C:27]([OH:30])=[CH:26][CH:25]=2)[CH2:2][CH2:3][CH2:4][CH2:5][CH2:6][CH2:7]1. The reactants are [C:1]1(=[C:8]([C:24]2[CH:29]=[CH:28][C:27]([OH:30])=[CH:26][CH:25]=2)[C:9]2[CH:14]=[CH:13][C:12]([O:15][C:16]([CH3:23])([CH3:22])[C:17](OCC)=[O:18])=[CH:11][CH:10]=2)[CH2:7][CH2:6][CH2:5][CH2:4][CH2:3][CH2:2]1.[H-].[H-].[H-].[H-].[Li+].[Al+3]. The catalyst is C1COCC1. The yield is 0.760. (4) The reactants are [CH3:1][C:2]1[N:3]=[C:4]([NH2:12])[S:5][C:6]=1[CH2:7][C:8]([Cl:11])([Cl:10])[Cl:9].[Cl:13][C:14]1[C:15]([CH3:24])=[C:16]([S:20](Cl)(=[O:22])=[O:21])[CH:17]=[CH:18][CH:19]=1.Cl. The catalyst is O. The product is [Cl:13][C:14]1[C:15]([CH3:24])=[C:16]([S:20]([NH:12][C:4]2[S:5][C:6]([CH2:7][C:8]([Cl:11])([Cl:9])[Cl:10])=[C:2]([CH3:1])[N:3]=2)(=[O:22])=[O:21])[CH:17]=[CH:18][CH:19]=1. The yield is 0.760.